This data is from Peptide-MHC class II binding affinity with 134,281 pairs from IEDB. The task is: Regression. Given a peptide amino acid sequence and an MHC pseudo amino acid sequence, predict their binding affinity value. This is MHC class II binding data. The peptide sequence is KKTLLDLLKLTVAVGLH. The MHC is HLA-DQA10102-DQB10501 with pseudo-sequence HLA-DQA10102-DQB10501. The binding affinity (normalized) is 0.744.